Dataset: Full USPTO retrosynthesis dataset with 1.9M reactions from patents (1976-2016). Task: Predict the reactants needed to synthesize the given product. (1) Given the product [CH:1]1([CH2:6][C@@H:7]([C:20]([NH:22][NH:23][C:24]2[C:29]([F:30])=[C:28]([N:31]3[CH2:36][CH2:35][O:34][CH2:33][C@@H:32]3[CH3:37])[N:27]=[C:26]([CH3:38])[N:25]=2)=[O:21])[CH2:8][N:9]([OH:12])[CH:10]=[O:11])[CH2:5][CH2:4][CH2:3][CH2:2]1, predict the reactants needed to synthesize it. The reactants are: [CH:1]1([CH2:6][C@@H:7]([C:20]([NH:22][NH:23][C:24]2[C:29]([F:30])=[C:28]([N:31]3[CH2:36][CH2:35][O:34][CH2:33][C@@H:32]3[CH3:37])[N:27]=[C:26]([CH3:38])[N:25]=2)=[O:21])[CH2:8][N:9]([O:12]CC2C=CC=CC=2)[CH:10]=[O:11])[CH2:5][CH2:4][CH2:3][CH2:2]1. (2) Given the product [CH3:42][N:15]([CH3:14])[S:16]([C:19]1[CH:40]=[CH:39][C:22]([O:23][C:24]2[C:29]3[CH:30]=[C:31]([CH3:33])[O:32][C:28]=3[CH:27]=[C:26]([C:34]([NH:9][C:5]3[CH:4]=[C:3]([O:2][CH3:1])[CH:8]=[CH:7][N:6]=3)=[O:35])[CH:25]=2)=[CH:21][C:20]=1[F:41])(=[O:17])=[O:18], predict the reactants needed to synthesize it. The reactants are: [CH3:1][O:2][C:3]1[CH:8]=[CH:7][N:6]=[C:5]([NH2:9])[CH:4]=1.[Al](Cl)(C)C.[CH3:14][N:15]([CH3:42])[S:16]([C:19]1[CH:40]=[CH:39][C:22]([O:23][C:24]2[C:29]3[CH:30]=[C:31]([CH3:33])[O:32][C:28]=3[CH:27]=[C:26]([C:34](OCC)=[O:35])[CH:25]=2)=[CH:21][C:20]=1[F:41])(=[O:18])=[O:17]. (3) The reactants are: S(Cl)([Cl:3])=O.[Cl:5][S:6]([C:9]1[CH:10]=[C:11]([CH:15]=[C:16]([F:18])[CH:17]=1)[C:12](O)=[O:13])(=[O:8])=[O:7]. Given the product [Cl:5][S:6]([C:9]1[CH:10]=[C:11]([CH:15]=[C:16]([F:18])[CH:17]=1)[C:12]([Cl:3])=[O:13])(=[O:8])=[O:7], predict the reactants needed to synthesize it. (4) Given the product [CH:23]1[CH:24]=[CH:25][C:20]([C:12]([S:5][CH2:4][CH2:3][NH2:2])([C:14]2[CH:19]=[CH:18][CH:17]=[CH:16][CH:15]=2)[C:6]2[CH:7]=[CH:8][CH:9]=[CH:10][CH:11]=2)=[CH:21][CH:22]=1.[ClH:1], predict the reactants needed to synthesize it. The reactants are: [ClH:1].[NH2:2][CH2:3][CH2:4][SH:5].[C:6]1([C:12]([C:20]2[CH:25]=[CH:24][CH:23]=[CH:22][CH:21]=2)([C:14]2[CH:19]=[CH:18][CH:17]=[CH:16][CH:15]=2)O)[CH:11]=[CH:10][CH:9]=[CH:8][CH:7]=1.B(F)(F)F. (5) Given the product [CH3:1][C@@H:2]1[CH2:7][O:6][CH2:5][CH2:4][N:3]1[C:8]1[CH:13]=[C:12]([C:14]2([S@@:17]([CH3:20])(=[NH:19])=[O:18])[CH2:16][CH2:15]2)[N:11]=[C:10]([C:21]2[CH:26]=[CH:25][N:24]=[C:23]3[NH:27][CH:28]=[CH:29][C:22]=23)[N:9]=1, predict the reactants needed to synthesize it. The reactants are: [CH3:1][C@@H:2]1[CH2:7][O:6][CH2:5][CH2:4][N:3]1[C:8]1[CH:13]=[C:12]([C:14]2([S@:17]([CH3:20])(=[NH:19])=[O:18])[CH2:16][CH2:15]2)[N:11]=[C:10]([C:21]2[CH:26]=[CH:25][N:24]=[C:23]3[NH:27][CH:28]=[CH:29][C:22]=23)[N:9]=1. (6) Given the product [CH:14]1([CH2:13][C:12]([NH:11][C:8]2[CH:9]=[CH:10][C:5]([O:4][C:2]([N:31]3[CH2:30][CH2:29][N:28]([CH2:27][C:26]4[CH:34]=[CH:35][C:23]([O:22][CH3:21])=[CH:24][CH:25]=4)[CH2:33][CH2:32]3)=[O:3])=[CH:6][CH:7]=2)=[O:20])[CH2:19][CH2:18][CH2:17][CH2:16][CH2:15]1, predict the reactants needed to synthesize it. The reactants are: Cl[C:2]([O:4][C:5]1[CH:10]=[CH:9][C:8]([NH:11][C:12](=[O:20])[CH2:13][CH:14]2[CH2:19][CH2:18][CH2:17][CH2:16][CH2:15]2)=[CH:7][CH:6]=1)=[O:3].[CH3:21][O:22][C:23]1[CH:35]=[CH:34][C:26]([CH2:27][N:28]2[CH2:33][CH2:32][NH:31][CH2:30][CH2:29]2)=[CH:25][CH:24]=1. (7) Given the product [F:15][C:16]1[CH:17]=[C:18]([CH:31]=[CH:32][CH:33]=1)[O:19][C:20]1[N:25]=[CH:24][C:23]([CH2:26][C:27]2[CH:7]=[C:6]([C:8]3[C:9]([NH2:14])=[N:10][CH:11]=[CH:12][CH:13]=3)[O:29][N:28]=2)=[CH:22][CH:21]=1, predict the reactants needed to synthesize it. The reactants are: O1CCCC1.[C:6]([C:8]1[C:9]([NH2:14])=[N:10][CH:11]=[CH:12][CH:13]=1)#[CH:7].[F:15][C:16]1[CH:17]=[C:18]([CH:31]=[CH:32][CH:33]=1)[O:19][C:20]1[N:25]=[CH:24][C:23]([CH2:26][C:27](Cl)=[N:28][OH:29])=[CH:22][CH:21]=1.C(N(CC)CC)C. (8) The reactants are: [C:1]([C:5]1[CH:6]=[N:7][N:8]([C:10]2[N:15]=[CH:14][C:13]([NH:16][CH:17]([C:21]3[CH:35]=[CH:34][C:24]([C:25]([NH:27][CH2:28][CH2:29][C:30]([O:32]C)=[O:31])=[O:26])=[CH:23][CH:22]=3)[CH2:18][CH2:19][CH3:20])=[CH:12][CH:11]=2)[CH:9]=1)([CH3:4])([CH3:3])[CH3:2].[CH3:36][C:37]1([CH3:72])[CH2:40][CH:39]([CH:41]([NH:56][C:57]2[CH:58]=[N:59][C:60]([N:63]3[CH:67]=[C:66]([C:68]([F:71])([F:70])[F:69])[N:65]=[CH:64]3)=[CH:61][CH:62]=2)[C:42]2[CH:55]=[CH:54][C:45]([C:46]([NH:48][CH2:49][CH2:50][C:51]([OH:53])=[O:52])=[O:47])=[CH:44][CH:43]=2)[CH2:38]1.[Li].Cl. Given the product [C:1]([C:5]1[CH:6]=[N:7][N:8]([C:10]2[N:15]=[CH:14][C:13]([NH:16][CH:17]([C:21]3[CH:22]=[CH:23][C:24]([C:25]([NH:27][CH2:28][CH2:29][C:30]([OH:32])=[O:31])=[O:26])=[CH:34][CH:35]=3)[CH2:18][CH2:19][CH3:20])=[CH:12][CH:11]=2)[CH:9]=1)([CH3:2])([CH3:3])[CH3:4].[CH3:36][C:37]1([CH3:72])[CH2:40][CH:39]([CH:41]([NH:56][C:57]2[CH:58]=[N:59][C:60]([N:63]3[CH:67]=[C:66]([C:68]([F:71])([F:69])[F:70])[N:65]=[CH:64]3)=[CH:61][CH:62]=2)[C:42]2[CH:43]=[CH:44][C:45]([C:46]([NH:48][CH2:49][CH2:50][C:51]([OH:53])=[O:52])=[O:47])=[CH:54][CH:55]=2)[CH2:38]1, predict the reactants needed to synthesize it. (9) The reactants are: [CH:1]([O:4][C:5]1[N:10]=[C:9]([C:11]2[CH:12]=[C:13]3[C:17](=[CH:18][CH:19]=2)[NH:16][CH:15]=[C:14]3[C:20]2[O:24][C:23](=[O:25])[NH:22][N:21]=2)[CH:8]=[N:7][CH:6]=1)([CH3:3])[CH3:2].Br[CH:27]([CH3:29])[CH3:28].[H-].[Na+]. Given the product [CH:1]([O:4][C:5]1[N:10]=[C:9]([C:11]2[CH:12]=[C:13]3[C:17](=[CH:18][CH:19]=2)[NH:16][CH:15]=[C:14]3[C:20]2[O:24][C:23](=[O:25])[N:22]([CH:27]([CH3:29])[CH3:28])[N:21]=2)[CH:8]=[N:7][CH:6]=1)([CH3:3])[CH3:2], predict the reactants needed to synthesize it. (10) The reactants are: [CH3:1][N:2]1[C:6]2[CH:7]=[CH:8][C:9]([C:11]([OH:13])=O)=[CH:10][C:5]=2[N:4]=[C:3]1[NH:14][C:15]1[S:16][C:17]2[CH:23]=[C:22]([O:24][C:25]([F:28])([F:27])[F:26])[CH:21]=[CH:20][C:18]=2[N:19]=1.[CH2:29]([NH2:35])[C:30]1[O:34][CH:33]=[CH:32][CH:31]=1.CN(C(ON1N=NC2C=CC=CC1=2)=[N+](C)C)C.F[P-](F)(F)(F)(F)F.CCN(C(C)C)C(C)C. Given the product [O:34]1[CH:33]=[CH:32][CH:31]=[C:30]1[CH2:29][NH:35][C:11]([C:9]1[CH:8]=[CH:7][C:6]2[N:2]([CH3:1])[C:3]([NH:14][C:15]3[S:16][C:17]4[CH:23]=[C:22]([O:24][C:25]([F:26])([F:27])[F:28])[CH:21]=[CH:20][C:18]=4[N:19]=3)=[N:4][C:5]=2[CH:10]=1)=[O:13], predict the reactants needed to synthesize it.